From a dataset of Full USPTO retrosynthesis dataset with 1.9M reactions from patents (1976-2016). Predict the reactants needed to synthesize the given product. (1) Given the product [CH3:14][C:12]1[N:13]=[C:3]2[C:2]([NH:1][CH2:20][C:19]3[C:22]([CH3:26])=[CH:23][CH:24]=[CH:25][C:18]=3[CH2:16][CH3:17])=[CH:7][C:6]([C:8]([NH2:10])=[O:9])=[CH:5][N:4]2[C:11]=1[CH3:15], predict the reactants needed to synthesize it. The reactants are: [NH2:1][C:2]1[C:3]2[N:4]([C:11]([CH3:15])=[C:12]([CH3:14])[N:13]=2)[CH:5]=[C:6]([C:8]([NH2:10])=[O:9])[CH:7]=1.[CH2:16]([C:18]1[CH:25]=[CH:24][CH:23]=[C:22]([CH3:26])[C:19]=1[CH2:20]Cl)[CH3:17].C(=O)([O-])[O-].[K+].[K+].[I-].[K+]. (2) Given the product [CH3:1][O:2][C:3]1[C:13]([CH2:14][NH2:15])=[C:6]2[N:7]=[C:8]([CH3:12])[CH:9]=[C:10]([CH3:11])[N:5]2[N:4]=1, predict the reactants needed to synthesize it. The reactants are: [CH3:1][O:2][C:3]1[C:13]([C:14]#[N:15])=[C:6]2[N:7]=[C:8]([CH3:12])[CH:9]=[C:10]([CH3:11])[N:5]2[N:4]=1.N. (3) Given the product [C:1]1([S:7]([N:10]2[C:14]3=[CH:15][N:16]=[CH:17][C:18]([Sn:34]([CH2:35][CH2:36][CH2:37][CH3:38])([CH2:39][CH2:40][CH2:41][CH3:42])[CH2:30][CH2:31][CH2:32][CH3:33])=[C:13]3[CH:12]=[CH:11]2)(=[O:9])=[O:8])[CH:6]=[CH:5][CH:4]=[CH:3][CH:2]=1, predict the reactants needed to synthesize it. The reactants are: [C:1]1([S:7]([N:10]2[C:14]3=[CH:15][N:16]=[CH:17][C:18](Br)=[C:13]3[CH:12]=[CH:11]2)(=[O:9])=[O:8])[CH:6]=[CH:5][CH:4]=[CH:3][CH:2]=1.C(OCC)C.C([Li])CCC.[CH2:30]([Sn:34](Cl)([CH2:39][CH2:40][CH2:41][CH3:42])[CH2:35][CH2:36][CH2:37][CH3:38])[CH2:31][CH2:32][CH3:33]. (4) Given the product [F:1][C:2]1[CH:3]=[C:4]([N+:12]([O-:14])=[O:13])[CH:5]=[C:6]2[C:11]=1[N:10]([CH2:19][CH2:20][CH:21]1[CH2:25][CH2:24][CH2:23][N:22]1[CH3:26])[CH2:9][CH2:8][CH2:7]2, predict the reactants needed to synthesize it. The reactants are: [F:1][C:2]1[CH:3]=[C:4]([N+:12]([O-:14])=[O:13])[CH:5]=[C:6]2[C:11]=1[NH:10][CH2:9][CH2:8][CH2:7]2.[H-].[Na+].Cl.Cl[CH2:19][CH2:20][CH:21]1[CH2:25][CH2:24][CH2:23][N:22]1[CH3:26].CO. (5) Given the product [CH3:1][S:2]([OH:5])(=[O:4])=[O:3].[CH3:6][O:7][C:8]1[CH:9]=[C:10](/[C:16](=[CH:19]/[C:20]2[CH:21]=[CH:22][N:23]=[CH:24][CH:25]=2)/[C:17]#[N:18])[CH:11]=[CH:12][C:13]=1[O:14][CH3:15], predict the reactants needed to synthesize it. The reactants are: [CH3:1][S:2]([OH:5])(=[O:4])=[O:3].[CH3:6][O:7][C:8]1[CH:9]=[C:10](/[C:16](=[CH:19]/[C:20]2[CH:25]=[CH:24][N:23]=[CH:22][CH:21]=2)/[C:17]#[N:18])[CH:11]=[CH:12][C:13]=1[O:14][CH3:15]. (6) Given the product [C:21]([CH:19]1[N:18]2[C:13](=[CH:14][C:15](=[O:30])[C:16]([C:25]([O:27][CH2:28][CH3:29])=[O:26])=[CH:17]2)[C:12]2[CH:31]=[C:32]([O:33][CH3:34])[C:9]([OH:8])=[CH:10][C:11]=2[CH2:20]1)([CH3:22])([CH3:23])[CH3:24], predict the reactants needed to synthesize it. The reactants are: C([O:8][C:9]1[C:32]([O:33][CH3:34])=[CH:31][C:12]2[C:13]3[N:18]([CH:19]([C:21]([CH3:24])([CH3:23])[CH3:22])[CH2:20][C:11]=2[CH:10]=1)[CH:17]=[C:16]([C:25]([O:27][CH2:28][CH3:29])=[O:26])[C:15](=[O:30])[CH:14]=3)C1C=CC=CC=1. (7) The reactants are: Cl[C:2]1[C:3]2[CH:10]=[C:9]([C:11]3[CH:16]=[CH:15][C:14]([O:17][CH3:18])=[CH:13][CH:12]=3)[NH:8][C:4]=2[N:5]=[CH:6][N:7]=1.[Br-].[C:20](=[O:23])([O-])[O-].[Cs+].[Cs+]. Given the product [CH:9]([N:8]1[C:4]2[N:5]=[CH:6][N:7]=[C:2]([N:5]3[CH2:6][CH2:20][O:23][CH2:3][CH2:4]3)[C:3]=2[CH:10]=[C:9]1[C:11]1[CH:16]=[CH:15][C:14]([O:17][CH3:18])=[CH:13][CH:12]=1)([CH3:11])[CH3:10], predict the reactants needed to synthesize it. (8) Given the product [F:12][C:13]1[CH:20]=[CH:19][C:18]([I:21])=[CH:17][C:14]=1[CH:15]=[N:2][NH:1][C:3]1[CH:4]=[C:5]([CH:9]=[CH:10][CH:11]=1)[C:6]([OH:8])=[O:7], predict the reactants needed to synthesize it. The reactants are: [NH:1]([C:3]1[CH:4]=[C:5]([CH:9]=[CH:10][CH:11]=1)[C:6]([OH:8])=[O:7])[NH2:2].[F:12][C:13]1[CH:20]=[CH:19][C:18]([I:21])=[CH:17][C:14]=1[CH:15]=O.C(=O)([O-])[O-].[Cs+].[Cs+].Cl. (9) Given the product [F:29][C:26]1[CH:27]=[C:28]2[C:23]([CH:22]=[CH:21][N:20]2[S:17]([C:15]2[CH:14]=[CH:13][C:12]([O:30][CH2:31][C:32]([F:36])([F:37])[CH:33]([F:34])[F:35])=[C:11]([N:8]3[CH2:7][CH2:6][NH:5][CH2:10][CH2:9]3)[CH:16]=2)(=[O:18])=[O:19])=[CH:24][CH:25]=1, predict the reactants needed to synthesize it. The reactants are: ClC(Cl)(Cl)C([N:5]1[CH2:10][CH2:9][N:8]([C:11]2[CH:16]=[C:15]([S:17]([N:20]3[C:28]4[C:23](=[CH:24][CH:25]=[C:26]([F:29])[CH:27]=4)[CH:22]=[CH:21]3)(=[O:19])=[O:18])[CH:14]=[CH:13][C:12]=2[O:30][CH2:31][C:32]([F:37])([F:36])[CH:33]([F:35])[F:34])[CH2:7][CH2:6]1)=O.[OH-].[K+]. (10) The reactants are: [C:1]([NH:4][C:5]1[C:14]([O:15][CH:16]2[CH2:20][CH2:19][CH2:18][CH2:17]2)=[C:13]([O:21][CH3:22])[CH:12]=[CH:11][C:6]=1[C:7](OC)=[O:8])(=[O:3])[CH3:2].C[Si]([N-][Si](C)(C)C)(C)C.[K+]. Given the product [CH:16]1([O:15][C:14]2[C:13]([O:21][CH3:22])=[CH:12][CH:11]=[C:6]3[C:5]=2[NH:4][C:1](=[O:3])[CH:2]=[C:7]3[OH:8])[CH2:20][CH2:19][CH2:18][CH2:17]1, predict the reactants needed to synthesize it.